From a dataset of Forward reaction prediction with 1.9M reactions from USPTO patents (1976-2016). Predict the product of the given reaction. (1) Given the reactants [NH2:1][C:2]1[C:3]([O:8][CH3:9])=[N:4][CH:5]=[CH:6][CH:7]=1.C(N(CC)CC)C.[F:17][C:18]1[CH:19]=[N:20][C:21]([O:27][C:28]2[CH:33]=[CH:32][CH:31]=[C:30]([S:34][CH3:35])[CH:29]=2)=[C:22]([CH:26]=1)[C:23](O)=[O:24].Cl.CN(C)CCCN=C=NCC.ON1C2C=CC=CC=2N=N1, predict the reaction product. The product is: [F:17][C:18]1[CH:19]=[N:20][C:21]([O:27][C:28]2[CH:33]=[CH:32][CH:31]=[C:30]([S:34][CH3:35])[CH:29]=2)=[C:22]([CH:26]=1)[C:23]([NH:1][C:2]1[C:3]([O:8][CH3:9])=[N:4][CH:5]=[CH:6][CH:7]=1)=[O:24]. (2) Given the reactants Cl(O)(=O)(=O)=O.[Cl:6][C:7]1[CH:46]=[CH:45][C:10]([CH2:11][NH:12][C:13]([C:15]2[C:16](=[O:44])[C:17]3[CH:32]=[C:31]([CH2:33][N:34]([CH2:36][C@H:37]([C:39]4[O:40][CH:41]=[CH:42][CH:43]=4)[OH:38])[CH3:35])[S:30][C:18]=3[N:19]([CH2:21][CH2:22][O:23]C3CCCCO3)[CH:20]=2)=[O:14])=[CH:9][CH:8]=1, predict the reaction product. The product is: [Cl:6][C:7]1[CH:46]=[CH:45][C:10]([CH2:11][NH:12][C:13]([C:15]2[C:16](=[O:44])[C:17]3[CH:32]=[C:31]([CH2:33][N:34]([CH2:36][C@H:37]([C:39]4[O:40][CH:41]=[CH:42][CH:43]=4)[OH:38])[CH3:35])[S:30][C:18]=3[N:19]([CH2:21][CH2:22][OH:23])[CH:20]=2)=[O:14])=[CH:9][CH:8]=1. (3) Given the reactants [N:1]1([C:7]2[CH:12]=[CH:11][C:10](B(O)O)=[CH:9][CH:8]=2)[CH2:6][CH2:5][O:4][CH2:3][CH2:2]1.ClC1C=C([N:23]2[C:27]3=[N:28][CH:29]=[CH:30][CH:31]=[C:26]3[C:25]([S:32]([N:35]3[C:39]4=[N:40][CH:41]=[CH:42][CH:43]=[C:38]4[CH:37]=[N:36]3)(=[O:34])=[O:33])=[CH:24]2)C=CC=1, predict the reaction product. The product is: [N:1]1([C:7]2[CH:12]=[CH:11][C:10]([N:23]3[C:27]4=[N:28][CH:29]=[CH:30][CH:31]=[C:26]4[C:25]([S:32]([N:35]4[C:39]5=[N:40][CH:41]=[CH:42][CH:43]=[C:38]5[CH:37]=[N:36]4)(=[O:33])=[O:34])=[CH:24]3)=[CH:9][CH:8]=2)[CH2:6][CH2:5][O:4][CH2:3][CH2:2]1. (4) The product is: [CH:27]1([NH:30][C:20](=[O:23])[C:15]2[CH:14]=[CH:13][C:12]([F:18])=[C:11]([C:10]([NH:9][C:4]3[CH:5]=[CH:6][C:7]([F:8])=[C:2]([F:1])[CH:3]=3)=[O:19])[CH:16]=2)[CH2:29][CH2:28]1. Given the reactants [F:1][C:2]1[CH:3]=[C:4]([NH:9][C:10](=[O:19])[C:11]2[CH:16]=[C:15](I)[CH:14]=[CH:13][C:12]=2[F:18])[CH:5]=[CH:6][C:7]=1[F:8].[C:20](=[O:23])([O-])[O-].[Na+].[Na+].O.[CH:27]1([NH2:30])[CH2:29][CH2:28]1, predict the reaction product.